The task is: Predict the product of the given reaction.. This data is from Forward reaction prediction with 1.9M reactions from USPTO patents (1976-2016). (1) Given the reactants [C:1]([C:3]1[C:4]([N:15]2[CH2:19][CH:18]3[CH2:20][N:21]([C:23](OC(C)(C)C)=[O:24])[CH2:22][CH:17]3[CH2:16]2)=[N:5][C:6]([CH3:14])=[C:7]([C:9]([O:11][CH2:12][CH3:13])=[O:10])[CH:8]=1)#[N:2].C(N(CC)CC)C.[C:37]1([S:43]([N:46]=C=O)(=[O:45])=[O:44])[CH:42]=[CH:41][CH:40]=[CH:39][CH:38]=1, predict the reaction product. The product is: [C:1]([C:3]1[C:4]([N:15]2[CH2:16][CH:17]3[CH:18]([CH2:20][N:21]([C:23]([NH:46][S:43]([C:37]4[CH:42]=[CH:41][CH:40]=[CH:39][CH:38]=4)(=[O:45])=[O:44])=[O:24])[CH2:22]3)[CH2:19]2)=[N:5][C:6]([CH3:14])=[C:7]([CH:8]=1)[C:9]([O:11][CH2:12][CH3:13])=[O:10])#[N:2]. (2) The product is: [F:1][C:2]1[CH:7]=[CH:6][CH:5]=[CH:4][C:3]=1[N:8]1[C:12]([S:36]([C:26]2[CH:27]=[CH:28][CH:29]=[CH:30][CH:31]=2)(=[O:40])=[O:38])=[CH:11][C:10]([C:20]([O:22][CH2:23][CH3:24])=[O:21])=[N:9]1. Given the reactants [F:1][C:2]1[CH:7]=[CH:6][CH:5]=[CH:4][C:3]=1[N:8]1[C:12](SC2C=CC=CC=2)=[CH:11][C:10]([C:20]([O:22][CH2:23][CH3:24])=[O:21])=[N:9]1.Cl[C:26]1[CH:31]=[CH:30][CH:29]=[C:28](C(OO)=O)[CH:27]=1.[S:36]([O-:40])([O-])(=[O:38])=S.[Na+].[Na+], predict the reaction product. (3) Given the reactants C(OC([NH:8][C:9]([NH:11][C:12](=[O:36])[CH2:13][C:14]1[CH:18]=[C:17]([C:19](=[O:28])[C:20]2[CH:25]=[CH:24][C:23]([O:26][CH3:27])=[CH:22][CH:21]=2)[S:16][C:15]=1[C:29]1[CH:34]=[CH:33][C:32]([Cl:35])=[CH:31][CH:30]=1)=[NH:10])=O)(C)(C)C.FC(F)(F)C(O)=O.Cl, predict the reaction product. The product is: [ClH:35].[C:9]([NH:11][C:12](=[O:36])[CH2:13][C:14]1[CH:18]=[C:17]([C:19](=[O:28])[C:20]2[CH:21]=[CH:22][C:23]([O:26][CH3:27])=[CH:24][CH:25]=2)[S:16][C:15]=1[C:29]1[CH:30]=[CH:31][C:32]([Cl:35])=[CH:33][CH:34]=1)(=[NH:8])[NH2:10]. (4) Given the reactants C(OC([NH:11][C:12]([C:15]1[CH:20]=[CH:19][C:18]([C:21]2[C:22]([C:28]([O:30][CH3:31])=[O:29])=[C:23]([F:27])[CH:24]=[CH:25][CH:26]=2)=[CH:17][CH:16]=1)([CH3:14])[CH3:13])=O)C1C=CC=CC=1.[H][H], predict the reaction product. The product is: [NH2:11][C:12]([C:15]1[CH:20]=[CH:19][C:18]([C:21]2[C:22]([C:28]([O:30][CH3:31])=[O:29])=[C:23]([F:27])[CH:24]=[CH:25][CH:26]=2)=[CH:17][CH:16]=1)([CH3:14])[CH3:13]. (5) Given the reactants [CH2:1]([N:3]1[CH:7]=[C:6]([C:8]2[N:13]=[C:12]3[C:14]([C:25]([OH:27])=O)=[CH:15][N:16](COCC[Si](C)(C)C)[C:11]3=[N:10][CH:9]=2)[CH:5]=[N:4]1)[CH3:2].C1(C2N=C3C(C(O)=O)=CN(COCC[Si](C)(C)C)C3=NC=2)CC1.[CH3:51][C:52]1([CH3:59])[CH2:57][CH2:56][CH2:55][CH2:54][CH:53]1[NH2:58].Cl.NC1(C(O)(C)C)CCCC1, predict the reaction product. The product is: [CH3:51][C:52]1([CH3:59])[CH2:57][CH2:56][CH2:55][CH2:54][CH:53]1[NH:58][C:25]([C:14]1[C:12]2[C:11](=[N:10][CH:9]=[C:8]([C:6]3[CH:5]=[N:4][N:3]([CH2:1][CH3:2])[CH:7]=3)[N:13]=2)[NH:16][CH:15]=1)=[O:27]. (6) Given the reactants C(O[C:6]([N:8]1[CH2:12][C:11](=[N:13][O:14][CH2:15][C:16]2[CH:21]=[CH:20][C:19]([O:22][CH3:23])=[CH:18][CH:17]=2)[CH2:10][C@H:9]1[C:24]([OH:26])=O)=[O:7])(C)(C)C.[O:27]=[C:28]1[C:33](C(Cl)=O)=[CH:32][CH:31]=[C:30]([CH2:37][CH2:38][CH2:39][CH2:40][CH3:41])[O:29]1.[N:42]1[C:51]2[C:46](=[CH:47][C:48]([NH2:52])=[CH:49][CH:50]=2)[CH:45]=[CH:44][CH:43]=1, predict the reaction product. The product is: [CH3:23][O:22][C:19]1[CH:18]=[CH:17][C:16]([CH2:15][O:14][N:13]=[C:11]2[CH2:12][N:8]([C:6]([C:33]3[C:28](=[O:27])[O:29][C:30]([CH2:37][CH2:38][CH2:39][CH2:40][CH3:41])=[CH:31][CH:32]=3)=[O:7])[C@H:9]([C:24]([NH:52][C:48]3[CH:47]=[C:46]4[C:51](=[CH:50][CH:49]=3)[N:42]=[CH:43][CH:44]=[CH:45]4)=[O:26])[CH2:10]2)=[CH:21][CH:20]=1. (7) Given the reactants ClC(Cl)(O[C:5](=[O:11])OC(Cl)(Cl)Cl)Cl.[F:13][C:14]([F:32])([F:31])[C:15]1[CH:20]=[CH:19][C:18]([C@@H:21]2[C:30]3[C:25](=[CH:26][CH:27]=[CH:28][CH:29]=3)[CH2:24][CH2:23][NH:22]2)=[CH:17][CH:16]=1.C([N:36]([CH:39]([CH3:41])[CH3:40])CC)(C)C.C1(N)CC1, predict the reaction product. The product is: [CH:39]1([NH:36][C:5]([N:22]2[CH2:23][CH2:24][C:25]3[C:30](=[CH:29][CH:28]=[CH:27][CH:26]=3)[C@H:21]2[C:18]2[CH:17]=[CH:16][C:15]([C:14]([F:13])([F:31])[F:32])=[CH:20][CH:19]=2)=[O:11])[CH2:41][CH2:40]1.